This data is from Forward reaction prediction with 1.9M reactions from USPTO patents (1976-2016). The task is: Predict the product of the given reaction. (1) Given the reactants [CH:1]([C:3]1[CH:4]=[C:5]([CH:9]=[CH:10][CH:11]=1)[C:6]([NH2:8])=[O:7])=O.[CH3:12][O:13][C:14]1[CH:15]=[C:16]([C:24]2[CH:25]=[C:26]3[CH2:32][C:31](=[O:33])[N:30](COCC[Si](C)(C)C)[C:27]3=[N:28][CH:29]=2)[CH:17]=[C:18]([O:22][CH3:23])[C:19]=1[O:20][CH3:21], predict the reaction product. The product is: [O:33]=[C:31]1[NH:30][C:27]2=[N:28][CH:29]=[C:24]([C:16]3[CH:17]=[C:18]([O:22][CH3:23])[C:19]([O:20][CH3:21])=[C:14]([O:13][CH3:12])[CH:15]=3)[CH:25]=[C:26]2[C:32]1=[CH:1][C:3]1[CH:4]=[C:5]([CH:9]=[CH:10][CH:11]=1)[C:6]([NH2:8])=[O:7]. (2) Given the reactants [Cl:1][C:2]1[CH:43]=[CH:42][C:5]2[NH:6][C:7]([CH:9]([NH:11][C:12]3[C:21]4[C:16](=[CH:17][C:18]([C:23]([N:25]5[CH2:29][CH2:28][CH2:27][C@@H:26]5[CH2:30][NH:31]C(OCC5C=CC=CC=5)=O)=[O:24])=[C:19]([CH3:22])[CH:20]=4)[N:15]=[CH:14][CH:13]=3)[CH3:10])=[N:8][C:4]=2[CH:3]=1.C[Si](I)(C)C.Cl, predict the reaction product. The product is: [Cl:1][C:2]1[CH:43]=[CH:42][C:5]2[NH:6][C:7]([CH:9]([NH:11][C:12]3[C:21]4[C:16](=[CH:17][C:18]([C:23]([N:25]5[CH2:29][CH2:28][CH2:27][C@@H:26]5[CH2:30][NH2:31])=[O:24])=[C:19]([CH3:22])[CH:20]=4)[N:15]=[CH:14][CH:13]=3)[CH3:10])=[N:8][C:4]=2[CH:3]=1.